Task: Predict the reactants needed to synthesize the given product.. Dataset: Full USPTO retrosynthesis dataset with 1.9M reactions from patents (1976-2016) (1) Given the product [Cl:1][C:2]1[N:3]=[C:4]([N:12]2[CH2:17][CH2:16][O:15][CH2:14][CH2:13]2)[C:5]2[S:10][C:9]([NH:11][C:18](=[O:25])[C:19]3[CH:24]=[CH:23][CH:22]=[CH:21][CH:20]=3)=[CH:8][C:6]=2[N:7]=1, predict the reactants needed to synthesize it. The reactants are: [Cl:1][C:2]1[N:3]=[C:4]([N:12]2[CH2:17][CH2:16][O:15][CH2:14][CH2:13]2)[C:5]2[S:10][C:9]([NH2:11])=[CH:8][C:6]=2[N:7]=1.[C:18](Cl)(=[O:25])[C:19]1[CH:24]=[CH:23][CH:22]=[CH:21][CH:20]=1. (2) Given the product [CH3:1][C@H:2]1[N:3]([C:8]2[C:13]3[CH:14]=[N:15][CH:16]=[CH:17][C:12]=3[C:11]([C:18]3[CH:19]=[CH:20][CH:21]=[CH:22][CH:23]=3)=[N:10][N:9]=2)[CH2:4][CH2:5][N:6]([C:37]([N:31]2[CH2:36][CH2:35][CH2:34][CH2:33][CH2:32]2)=[O:38])[CH2:7]1, predict the reactants needed to synthesize it. The reactants are: [CH3:1][C@@H:2]1[CH2:7][NH:6][CH2:5][CH2:4][N:3]1[C:8]1[N:9]=[N:10][C:11]([C:18]2[CH:23]=[CH:22][CH:21]=[CH:20][CH:19]=2)=[C:12]2[CH:17]=[CH:16][N:15]=[CH:14][C:13]=12.C(N(CC)CC)C.[N:31]1([C:37](Cl)=[O:38])[CH2:36][CH2:35][CH2:34][CH2:33][CH2:32]1. (3) The reactants are: [F:1][C:2]1[CH:3]=[C:4]([CH:32]=[CH:33][CH:34]=1)[CH2:5][O:6][C:7]1[CH:30]=[CH:29][C:10]([NH:11][C:12]2[C:21]3[C:16](=[CH:17][CH:18]=[C:19]([C:22]4[O:26][C:25]([CH:27]=O)=[CH:24][CH:23]=4)[CH:20]=3)[N:15]=[CH:14][N:13]=2)=[CH:9][C:8]=1[Cl:31].Cl.[NH2:36][CH2:37][CH2:38][NH:39][S:40]([CH3:43])(=[O:42])=[O:41].[BH4-].[Na+].C(=O)(O)[O-].[Na+]. Given the product [F:1][C:2]1[CH:3]=[C:4]([CH:32]=[CH:33][CH:34]=1)[CH2:5][O:6][C:7]1[CH:30]=[CH:29][C:10]([NH:11][C:12]2[C:21]3[C:16](=[CH:17][CH:18]=[C:19]([C:22]4[O:26][C:25]([CH2:27][NH:36][CH2:37][CH2:38][NH:39][S:40]([CH3:43])(=[O:42])=[O:41])=[CH:24][CH:23]=4)[CH:20]=3)[N:15]=[CH:14][N:13]=2)=[CH:9][C:8]=1[Cl:31], predict the reactants needed to synthesize it. (4) Given the product [CH:1]([C:3]1[CH:4]=[C:5]2[C:10](=[CH:11][CH:12]=1)[C:9](=[N:15][OH:16])[CH2:8][CH2:7][CH2:6]2)=[CH2:2], predict the reactants needed to synthesize it. The reactants are: [CH:1]([C:3]1[CH:4]=[C:5]2[C:10](=[CH:11][CH:12]=1)[C:9](=O)[CH2:8][CH2:7][CH2:6]2)=[CH2:2].Cl.[NH2:15][OH:16].C([O-])(=O)C.[Na+]. (5) Given the product [Br:16][C:13]1[N:10]2[CH:11]=[CH:12][C:7]([C:3]([O:5][CH3:6])([O:2][CH3:1])[CH3:4])=[N:8][C:9]2=[N:15][CH:14]=1, predict the reactants needed to synthesize it. The reactants are: [CH3:1][O:2][C:3]([C:7]1[CH:12]=[CH:11][N:10]2[CH:13]=[CH:14][N:15]=[C:9]2[N:8]=1)([O:5][CH3:6])[CH3:4].[Br-:16].[K+].C([O-])(=O)C.[Na+].BrBr.S([O-])([O-])=O.[Na+].[Na+]. (6) Given the product [CH3:1][C:2]1[N:3]([CH2:21][C:22]2[CH:29]=[CH:28][CH:27]=[CH:26][C:23]=2[CH3:24])[C:4]2[CH:10]=[C:9]([N:11]3[CH2:12][CH2:13][O:14][CH2:15][CH2:16]3)[CH:8]=[C:7]([C:17]([OH:19])=[O:18])[C:5]=2[N:6]=1, predict the reactants needed to synthesize it. The reactants are: [CH3:1][C:2]1[NH:6][C:5]2[C:7]([C:17]([O:19]C)=[O:18])=[CH:8][C:9]([N:11]3[CH2:16][CH2:15][O:14][CH2:13][CH2:12]3)=[CH:10][C:4]=2[N:3]=1.[CH3:21][C:22]1[CH:29]=[CH:28][CH:27]=[CH:26][C:23]=1[CH2:24]Br.C(=O)([O-])[O-].[K+].[K+].[OH-].[Li+]. (7) The reactants are: [NH2:1][CH:2]1[CH:11]([OH:12])[C:10]2[C:5](=[CH:6][C:7]([C:13]3[N:17]=[C:16]([C:18]4[O:22][N:21]=[C:20]([C:23]5[CH:28]=[CH:27][CH:26]=[CH:25][CH:24]=5)[C:19]=4[C:29]([F:32])([F:31])[F:30])[O:15][N:14]=3)=[CH:8][CH:9]=2)[O:4][CH2:3]1.[CH3:33][C:34]([O:37][C:38](O[C:38]([O:37][C:34]([CH3:36])([CH3:35])[CH3:33])=[O:39])=[O:39])([CH3:36])[CH3:35].CCOC(C)=O. Given the product [C:34]([O:37][C:38](=[O:39])[NH:1][CH:2]1[CH:11]([OH:12])[C:10]2[C:5](=[CH:6][C:7]([C:13]3[N:17]=[C:16]([C:18]4[O:22][N:21]=[C:20]([C:23]5[CH:28]=[CH:27][CH:26]=[CH:25][CH:24]=5)[C:19]=4[C:29]([F:32])([F:31])[F:30])[O:15][N:14]=3)=[CH:8][CH:9]=2)[O:4][CH2:3]1)([CH3:36])([CH3:35])[CH3:33], predict the reactants needed to synthesize it. (8) Given the product [F:1][C:2]1[CH:15]=[CH:14][C:13]([NH2:16])=[CH:12][C:3]=1[CH2:4][N:5]1[CH2:10][CH2:9][N:8]([CH3:11])[CH2:7][CH2:6]1, predict the reactants needed to synthesize it. The reactants are: [F:1][C:2]1[CH:15]=[CH:14][C:13]([N+:16]([O-])=O)=[CH:12][C:3]=1[CH2:4][N:5]1[CH2:10][CH2:9][N:8]([CH3:11])[CH2:7][CH2:6]1.[NH4+].[Cl-].